Dataset: Peptide-MHC class I binding affinity with 185,985 pairs from IEDB/IMGT. Task: Regression. Given a peptide amino acid sequence and an MHC pseudo amino acid sequence, predict their binding affinity value. This is MHC class I binding data. (1) The peptide sequence is FQNQNGQFI. The MHC is H-2-Kb with pseudo-sequence H-2-Kb. The binding affinity (normalized) is 0.0352. (2) The peptide sequence is RPAGARAAF. The MHC is HLA-B38:01 with pseudo-sequence HLA-B38:01. The binding affinity (normalized) is 0.0847. (3) The peptide sequence is TWALRHPGF. The MHC is HLA-A24:02 with pseudo-sequence HLA-A24:02. The binding affinity (normalized) is 0.378. (4) The peptide sequence is AAASVVGAPV. The MHC is H-2-Kb with pseudo-sequence H-2-Kb. The binding affinity (normalized) is 0.0227. (5) The peptide sequence is VSVSDFRDY. The MHC is HLA-A68:01 with pseudo-sequence HLA-A68:01. The binding affinity (normalized) is 0.